From a dataset of NCI-60 drug combinations with 297,098 pairs across 59 cell lines. Regression. Given two drug SMILES strings and cell line genomic features, predict the synergy score measuring deviation from expected non-interaction effect. (1) Drug 1: CC12CCC3C(C1CCC2=O)CC(=C)C4=CC(=O)C=CC34C. Drug 2: C1C(C(OC1N2C=NC3=C2NC=NCC3O)CO)O. Cell line: NCI/ADR-RES. Synergy scores: CSS=9.51, Synergy_ZIP=0.558, Synergy_Bliss=0.832, Synergy_Loewe=0.356, Synergy_HSA=1.30. (2) Drug 2: C1CN(CCN1C(=O)CCBr)C(=O)CCBr. Synergy scores: CSS=11.6, Synergy_ZIP=-2.49, Synergy_Bliss=-1.96, Synergy_Loewe=-0.241, Synergy_HSA=-1.22. Drug 1: C1=CN(C=N1)CC(O)(P(=O)(O)O)P(=O)(O)O. Cell line: SK-OV-3. (3) Drug 1: CC(C)(C#N)C1=CC(=CC(=C1)CN2C=NC=N2)C(C)(C)C#N. Drug 2: CC=C1C(=O)NC(C(=O)OC2CC(=O)NC(C(=O)NC(CSSCCC=C2)C(=O)N1)C(C)C)C(C)C. Cell line: CCRF-CEM. Synergy scores: CSS=-3.86, Synergy_ZIP=3.82, Synergy_Bliss=-0.339, Synergy_Loewe=-63.0, Synergy_HSA=-13.0. (4) Drug 1: CC(C)(C#N)C1=CC(=CC(=C1)CN2C=NC=N2)C(C)(C)C#N. Drug 2: COC1=NC(=NC2=C1N=CN2C3C(C(C(O3)CO)O)O)N. Cell line: 786-0. Synergy scores: CSS=7.62, Synergy_ZIP=-1.04, Synergy_Bliss=4.17, Synergy_Loewe=-16.1, Synergy_HSA=-7.86. (5) Drug 1: CC(C)(C#N)C1=CC(=CC(=C1)CN2C=NC=N2)C(C)(C)C#N. Drug 2: C1=NNC2=C1C(=O)NC=N2. Cell line: ACHN. Synergy scores: CSS=1.95, Synergy_ZIP=-0.0501, Synergy_Bliss=3.47, Synergy_Loewe=-0.803, Synergy_HSA=0.624. (6) Drug 1: CCN(CC)CCNC(=O)C1=C(NC(=C1C)C=C2C3=C(C=CC(=C3)F)NC2=O)C. Drug 2: CN1C2=C(C=C(C=C2)N(CCCl)CCCl)N=C1CCCC(=O)O.Cl. Cell line: HT29. Synergy scores: CSS=2.49, Synergy_ZIP=0.475, Synergy_Bliss=5.66, Synergy_Loewe=-0.523, Synergy_HSA=2.54. (7) Drug 1: C1CN1P(=S)(N2CC2)N3CC3. Drug 2: C(=O)(N)NO. Cell line: OVCAR-4. Synergy scores: CSS=5.05, Synergy_ZIP=-0.606, Synergy_Bliss=2.10, Synergy_Loewe=2.73, Synergy_HSA=1.56.